From a dataset of Peptide-MHC class II binding affinity with 134,281 pairs from IEDB. Regression. Given a peptide amino acid sequence and an MHC pseudo amino acid sequence, predict their binding affinity value. This is MHC class II binding data. (1) The peptide sequence is NLNIKLNMPLYIAGN. The MHC is DRB1_1001 with pseudo-sequence DRB1_1001. The binding affinity (normalized) is 0.374. (2) The peptide sequence is LVLDFCDDALIEGIT. The MHC is DRB1_0101 with pseudo-sequence DRB1_0101. The binding affinity (normalized) is 0.290. (3) The peptide sequence is QAVMEMTYKNKVVKV. The MHC is DRB1_0404 with pseudo-sequence DRB1_0404. The binding affinity (normalized) is 0.602. (4) The peptide sequence is LGTCQTLTPMMSSKF. The MHC is DRB1_1201 with pseudo-sequence DRB1_1201. The binding affinity (normalized) is 0.654. (5) The peptide sequence is IFKISKTVSEGAVDI. The MHC is HLA-DQA10102-DQB10602 with pseudo-sequence HLA-DQA10102-DQB10602. The binding affinity (normalized) is 0.330. (6) The peptide sequence is YDKFLANVSTVHTGK. The MHC is DRB1_0405 with pseudo-sequence DRB1_0405. The binding affinity (normalized) is 0.664. (7) The peptide sequence is VEFEPPHAATIRVLA. The MHC is DRB4_0103 with pseudo-sequence DRB4_0103. The binding affinity (normalized) is 0.285. (8) The peptide sequence is QFKPEEITGIMKDFD. The MHC is HLA-DPA10201-DPB10101 with pseudo-sequence HLA-DPA10201-DPB10101. The binding affinity (normalized) is 0.284. (9) The peptide sequence is TDAATLAQEAGNFER. The MHC is HLA-DQA10101-DQB10501 with pseudo-sequence HLA-DQA10101-DQB10501. The binding affinity (normalized) is 0.